From a dataset of Peptide-MHC class II binding affinity with 134,281 pairs from IEDB. Regression. Given a peptide amino acid sequence and an MHC pseudo amino acid sequence, predict their binding affinity value. This is MHC class II binding data. The peptide sequence is ADAGYAPATPAAAGA. The MHC is DRB1_0802 with pseudo-sequence DRB1_0802. The binding affinity (normalized) is 0.268.